Dataset: Full USPTO retrosynthesis dataset with 1.9M reactions from patents (1976-2016). Task: Predict the reactants needed to synthesize the given product. (1) Given the product [Cl:1][C:2]1[CH:3]=[C:4]([C:9]2([C:28]([F:30])([F:31])[F:29])[CH2:13][C:12]3[CH:14]=[C:15]([C:18]4[C:19]([F:27])=[C:20]([CH:21]=[CH:22][CH:23]=4)[NH2:24])[CH:16]=[CH:17][C:11]=3[O:10]2)[CH:5]=[C:6]([Cl:8])[CH:7]=1, predict the reactants needed to synthesize it. The reactants are: [Cl:1][C:2]1[CH:3]=[C:4]([C:9]2([C:28]([F:31])([F:30])[F:29])[CH2:13][C:12]3[CH:14]=[C:15]([C:18]4[CH:23]=[CH:22][CH:21]=[C:20]([N+:24]([O-])=O)[C:19]=4[F:27])[CH:16]=[CH:17][C:11]=3[O:10]2)[CH:5]=[C:6]([Cl:8])[CH:7]=1.[H][H]. (2) Given the product [CH:9]12[NH:11][CH:5]([C@H:4]([CH2:20][C:19]([OH:22])=[O:21])[CH2:10]1)[CH2:6][O:7][CH2:8]2, predict the reactants needed to synthesize it. The reactants are: C(C[C@@H:4]1[CH2:10][CH:9]2[N:11](C(OC(C)(C)C)=O)[CH:5]1[CH2:6][O:7][CH2:8]2)#N.[C:19]([OH:22])(=[O:21])[CH3:20]. (3) The reactants are: CC(C)([O-])C.[K+].[C:7]([CH2:9]P(=O)(OCC)OCC)#[N:8].O=[C:19]1[CH2:22][CH:21]([C:23]([O:25][CH3:26])=[O:24])[CH2:20]1. Given the product [C:7]([CH:9]=[C:19]1[CH2:22][CH:21]([C:23]([O:25][CH3:26])=[O:24])[CH2:20]1)#[N:8], predict the reactants needed to synthesize it. (4) Given the product [CH3:1][C:2]1[N:7]=[C:6]([CH2:8][CH2:9][CH3:10])[N:5]([CH2:19][C:20]2[CH:21]=[CH:22][C:23]([C:26]3[C:27]([C:32]#[N:33])=[CH:28][CH:29]=[CH:30][CH:31]=3)=[CH:24][CH:25]=2)[C:4](=[O:11])[C:3]=1[C:12]1[CH:17]=[CH:16][CH:15]=[CH:14][CH:13]=1, predict the reactants needed to synthesize it. The reactants are: [CH3:1][C:2]1[N:7]=[C:6]([CH2:8][CH2:9][CH3:10])[NH:5][C:4](=[O:11])[C:3]=1[C:12]1[CH:17]=[CH:16][CH:15]=[CH:14][CH:13]=1.Br[CH2:19][C:20]1[CH:25]=[CH:24][C:23]([C:26]2[C:27]([C:32]#[N:33])=[CH:28][CH:29]=[CH:30][CH:31]=2)=[CH:22][CH:21]=1.[H-].[Na+].C(OCC)(=O)C. (5) Given the product [F:1][C:2]1[CH:13]=[CH:12][C:5]([O:6][CH2:7][C@@H:8]([OH:11])[C:9]#[CH:10])=[CH:4][CH:3]=1, predict the reactants needed to synthesize it. The reactants are: [F:1][C:2]1[CH:13]=[CH:12][C:5]([O:6][CH2:7][C:8](=[O:11])[C:9]#[CH:10])=[CH:4][CH:3]=1.C(=O)C.C(CN)O. (6) The reactants are: [F:1][C:2]1[CH:3]=[C:4]([CH:8]=[CH:9][C:10]=1[N+:11]([O-:13])=[O:12])[C:5](O)=[O:6].S(Cl)([Cl:16])=O. Given the product [F:1][C:2]1[CH:3]=[C:4]([CH:8]=[CH:9][C:10]=1[N+:11]([O-:13])=[O:12])[C:5]([Cl:16])=[O:6], predict the reactants needed to synthesize it. (7) Given the product [CH3:37][O:36][C:33](=[O:35])[C:34]1[CH:10]=[CH:9][CH:8]=[C:7](/[CH:13]=[C:21]2/[C:20]([CH3:1])=[C:19]([C:25]3[CH:30]=[CH:29][CH:28]=[C:27]([O:31][CH3:32])[CH:26]=3)[CH:18]([CH2:17][N:15]([CH3:16])[CH3:14])[CH2:23][CH2:22]/2)[CH:12]=1, predict the reactants needed to synthesize it. The reactants are: [CH3:1]C([O-])(C)C.[K+].[C:7]1([CH3:13])[CH:12]=C[CH:10]=[CH:9][CH:8]=1.[CH3:14][N:15]([CH2:17][CH:18]1[CH2:23][CH2:22][C:21](=O)[CH:20]=[C:19]1[C:25]1[CH:30]=[CH:29][CH:28]=[C:27]([O:31][CH3:32])[CH:26]=1)[CH3:16].[C:33]([O:36][CH2:37]C)(=[O:35])[CH3:34].